From a dataset of Forward reaction prediction with 1.9M reactions from USPTO patents (1976-2016). Predict the product of the given reaction. (1) Given the reactants [SH:1][C@H:2]1[C:10]2[C:5](=[CH:6][CH:7]=[CH:8][CH:9]=2)[C@H:4]([N:11]2[C:19](=[O:20])[C:18]3[C:13](=[CH:14][CH:15]=[CH:16][CH:17]=3)[C:12]2=[O:21])[CH2:3]1.I[C:23]1[CH:24]=[CH:25][C:26]2[N:27]([C:29]([CH:32]([CH3:34])[CH3:33])=[N:30][N:31]=2)[CH:28]=1.C([O-])([O-])=O.[Cs+].[Cs+].C(Cl)Cl, predict the reaction product. The product is: [CH:32]([C:29]1[N:27]2[CH:28]=[C:23]([S:1][C@H:2]3[C:10]4[C:5](=[CH:6][CH:7]=[CH:8][CH:9]=4)[C@H:4]([N:11]4[C:19](=[O:20])[C:18]5[C:13](=[CH:14][CH:15]=[CH:16][CH:17]=5)[C:12]4=[O:21])[CH2:3]3)[CH:24]=[CH:25][C:26]2=[N:31][N:30]=1)([CH3:34])[CH3:33]. (2) Given the reactants [NH2:1][C:2]1[C:3]2[CH:11]=[CH:10][N:9]([C:12]3[C:17]([CH3:18])=[CH:16][C:15]([CH3:19])=[CH:14][C:13]=3[CH3:20])[C:4]=2[C:5](=[O:8])[NH:6][N:7]=1.[CH:21](=O)[CH2:22][CH3:23].CC(O)=O.[BH-](OC(C)=O)(OC(C)=O)OC(C)=O.[Na+], predict the reaction product. The product is: [C:17]1([CH3:18])[CH:16]=[C:15]([CH3:19])[CH:14]=[C:13]([CH3:20])[C:12]=1[N:9]1[C:4]2[C:5](=[O:8])[NH:6][N:7]=[C:2]([NH:1][CH2:21][CH2:22][CH3:23])[C:3]=2[CH:11]=[CH:10]1. (3) Given the reactants S(=O)(=O)(O)O.[CH3:6][O:7][C:8]1[CH:9]=[C:10](N)[CH:11]=[N:12][CH:13]=1.N([O-])=[O:16].[Na+].[OH-].[Na+].[Na+].[Cl-], predict the reaction product. The product is: [CH3:6][O:7][C:8]1[CH:9]=[C:10]([OH:16])[CH:11]=[N:12][CH:13]=1. (4) Given the reactants C[O:2][C:3]1[CH:8]=[CH:7][C:6]([C:9]2[CH:13]=[C:12]([C:14]3[CH:19]=[CH:18][CH:17]=[CH:16][CH:15]=3)[NH:11][C:10]=2[C:20]([NH:22][CH2:23][CH2:24][CH2:25][CH2:26][CH2:27][C:28]([O:30][CH3:31])=[O:29])=[O:21])=[CH:5][CH:4]=1.CO, predict the reaction product. The product is: [OH:2][C:3]1[CH:8]=[CH:7][C:6]([C:9]2[CH:13]=[C:12]([C:14]3[CH:19]=[CH:18][CH:17]=[CH:16][CH:15]=3)[NH:11][C:10]=2[C:20]([NH:22][CH2:23][CH2:24][CH2:25][CH2:26][CH2:27][C:28]([O:30][CH3:31])=[O:29])=[O:21])=[CH:5][CH:4]=1. (5) Given the reactants C([O:3][C:4]([C:6]1[CH:7]=[C:8]2[C:13](=[CH:14][CH:15]=1)[NH:12][CH:11]([C:16]1[CH:21]=[CH:20][CH:19]=[C:18]([N:22]([CH:26]([CH3:28])[CH3:27])[C:23]([NH2:25])=[O:24])[CH:17]=1)[C:10]([CH3:30])([CH3:29])[CH2:9]2)=[O:5])C.Cl, predict the reaction product. The product is: [CH:26]([N:22]([C:18]1[CH:17]=[C:16]([CH:11]2[C:10]([CH3:29])([CH3:30])[CH2:9][C:8]3[C:13](=[CH:14][CH:15]=[C:6]([C:4]([OH:5])=[O:3])[CH:7]=3)[NH:12]2)[CH:21]=[CH:20][CH:19]=1)[C:23]([NH2:25])=[O:24])([CH3:28])[CH3:27]. (6) Given the reactants [C:1]([O:4][C@H:5]1[C@H:10]([O:11][C:12](=[O:14])[CH3:13])[C@@H:9]([CH2:15][O:16][C:17](=[O:19])[CH3:18])[O:8][C@H:7](Br)[C@@H:6]1[NH:21][C:22](=[C:24]1[C:29](=[O:30])[CH2:28][C:27]([CH3:32])([CH3:31])[CH2:26][C:25]1=[O:33])[CH3:23])(=[O:3])[CH3:2].C[Si]([N:38]=[N+:39]=[N-:40])(C)C.[F-].C([N+](CCCC)(CCCC)CCCC)CCC, predict the reaction product. The product is: [N:38]([C@H:7]1[O:8][C@H:9]([CH2:15][O:16][C:17](=[O:19])[CH3:18])[C@@H:10]([O:11][C:12](=[O:14])[CH3:13])[C@H:5]([O:4][C:1](=[O:3])[CH3:2])[C@H:6]1[NH:21][C:22](=[C:24]1[C:29](=[O:30])[CH2:28][C:27]([CH3:32])([CH3:31])[CH2:26][C:25]1=[O:33])[CH3:23])=[N+:39]=[N-:40]. (7) Given the reactants [CH2:1]([O:8][C:9]1[C:10]2[CH2:11][N:12]([CH2:33][C:34]([O:36]C)=[O:35])[CH2:13][CH2:14][N:15]([CH2:28][C:29]([O:31]C)=[O:30])[CH2:16][CH2:17][N:18]([CH2:24][C:25]([OH:27])=[O:26])[CH2:19][C:20]([N:23]=2)=[CH:21][CH:22]=1)[C:2]1[CH:7]=[CH:6][CH:5]=[CH:4][CH:3]=1.[OH-].[Na+], predict the reaction product. The product is: [CH2:1]([O:8][C:9]1[C:10]2[CH2:11][N:12]([CH2:33][C:34]([OH:36])=[O:35])[CH2:13][CH2:14][N:15]([CH2:28][C:29]([OH:31])=[O:30])[CH2:16][CH2:17][N:18]([CH2:24][C:25]([OH:27])=[O:26])[CH2:19][C:20]([N:23]=2)=[CH:21][CH:22]=1)[C:2]1[CH:3]=[CH:4][CH:5]=[CH:6][CH:7]=1. (8) The product is: [Cl:1][C:2]1[CH:3]=[C:4]([C:9]2([C:23]([F:26])([F:25])[F:24])[O:13][N:12]=[C:11]([C:14]3[CH:21]=[CH:20][C:17]([CH:18]=[N:28][OH:29])=[C:16]([CH3:22])[CH:15]=3)[CH2:10]2)[CH:5]=[C:6]([Cl:8])[CH:7]=1. Given the reactants [Cl:1][C:2]1[CH:3]=[C:4]([C:9]2([C:23]([F:26])([F:25])[F:24])[O:13][N:12]=[C:11]([C:14]3[CH:21]=[CH:20][C:17]([CH:18]=O)=[C:16]([CH3:22])[CH:15]=3)[CH2:10]2)[CH:5]=[C:6]([Cl:8])[CH:7]=1.Cl.[NH2:28][OH:29].Cl, predict the reaction product. (9) Given the reactants [N:1]1([C:7]([N:9]2[CH2:14][CH:13]([C:15]3[CH:20]=[CH:19][C:18]([CH2:21][C:22]([F:25])([F:24])[F:23])=[CH:17][CH:16]=3)[CH2:12][CH:11]([C:26](O)=[O:27])[CH2:10]2)=[O:8])[CH2:6][CH2:5][S:4][CH2:3][CH2:2]1.CN(C(ON1N=NC2C=CC=NC1=2)=[N+](C)C)C.F[P-](F)(F)(F)(F)F.CCN(C(C)C)C(C)C.O[N:63]=[C:64]([O:66][CH2:67][CH2:68][O:69][CH3:70])[NH2:65], predict the reaction product. The product is: [CH3:70][O:69][CH2:68][CH2:67][O:66][C:64]1[N:65]=[C:26]([CH:11]2[CH2:12][CH:13]([C:15]3[CH:16]=[CH:17][C:18]([CH2:21][C:22]([F:23])([F:24])[F:25])=[CH:19][CH:20]=3)[CH2:14][N:9]([C:7]([N:1]3[CH2:6][CH2:5][S:4][CH2:3][CH2:2]3)=[O:8])[CH2:10]2)[O:27][N:63]=1. (10) Given the reactants [F:1][C:2]1[CH:7]=[C:6]([F:8])[CH:5]=[CH:4][C:3]=1[C:9](=O)[CH3:10].[NH:12]1[CH2:16][CH2:15][CH2:14][CH2:13]1, predict the reaction product. The product is: [F:1][C:2]1[CH:7]=[C:6]([F:8])[CH:5]=[CH:4][C:3]=1[C:9]([N:12]1[CH2:16][CH2:15][CH2:14][CH2:13]1)=[CH2:10].